From a dataset of NCI-60 drug combinations with 297,098 pairs across 59 cell lines. Regression. Given two drug SMILES strings and cell line genomic features, predict the synergy score measuring deviation from expected non-interaction effect. (1) Drug 1: C1=CC(=CC=C1CCCC(=O)O)N(CCCl)CCCl. Drug 2: C1C(C(OC1N2C=NC(=NC2=O)N)CO)O. Cell line: SR. Synergy scores: CSS=30.5, Synergy_ZIP=-8.34, Synergy_Bliss=-16.3, Synergy_Loewe=-14.9, Synergy_HSA=-13.0. (2) Drug 1: C1=CN(C(=O)N=C1N)C2C(C(C(O2)CO)O)O.Cl. Drug 2: CC1CCC2CC(C(=CC=CC=CC(CC(C(=O)C(C(C(=CC(C(=O)CC(OC(=O)C3CCCCN3C(=O)C(=O)C1(O2)O)C(C)CC4CCC(C(C4)OC)O)C)C)O)OC)C)C)C)OC. Cell line: SF-539. Synergy scores: CSS=11.5, Synergy_ZIP=-2.81, Synergy_Bliss=0.200, Synergy_Loewe=-1.37, Synergy_HSA=-1.18.